From a dataset of NCI-60 drug combinations with 297,098 pairs across 59 cell lines. Regression. Given two drug SMILES strings and cell line genomic features, predict the synergy score measuring deviation from expected non-interaction effect. Cell line: MALME-3M. Synergy scores: CSS=8.59, Synergy_ZIP=-7.32, Synergy_Bliss=-0.233, Synergy_Loewe=-1.80, Synergy_HSA=0.381. Drug 2: C1=NC(=NC(=O)N1C2C(C(C(O2)CO)O)O)N. Drug 1: CC1=C2C(C(=O)C3(C(CC4C(C3C(C(C2(C)C)(CC1OC(=O)C(C(C5=CC=CC=C5)NC(=O)C6=CC=CC=C6)O)O)OC(=O)C7=CC=CC=C7)(CO4)OC(=O)C)O)C)OC(=O)C.